Dataset: Full USPTO retrosynthesis dataset with 1.9M reactions from patents (1976-2016). Task: Predict the reactants needed to synthesize the given product. (1) Given the product [N+:1]([C:4]1[CH:5]=[CH:6][C:7]([CH:10]([CH3:14])[C:11]([O:13][CH3:20])=[O:12])=[CH:8][CH:9]=1)([O-:3])=[O:2], predict the reactants needed to synthesize it. The reactants are: [N+:1]([C:4]1[CH:9]=[CH:8][C:7]([CH:10]([CH3:14])[C:11]([OH:13])=[O:12])=[CH:6][CH:5]=1)([O-:3])=[O:2].S(=O)(=O)(O)O.[CH3:20]O. (2) Given the product [CH3:1][CH2:2][N:3]1[C:7](=[O:8])[C:6]([C:15]2[CH:20]=[CH:19][CH:18]=[CH:17][CH:16]=2)([C:9]2[CH:10]=[CH:11][CH:12]=[CH:13][CH:14]=2)[CH:5]([CH2:21][CH2:22][N:23]2[CH2:28][CH2:27][O:26][CH2:25][CH2:24]2)[CH2:4]1, predict the reactants needed to synthesize it. The reactants are: [CH3:1][CH2:2][N:3]1[C:7](=[O:8])[C:6]([C:15]2[CH:16]=[CH:17][CH:18]=[CH:19][CH:20]=2)([C:9]2[CH:10]=[CH:11][CH:12]=[CH:13][CH:14]=2)[CH:5]([CH2:21][CH2:22][N:23]2[CH2:28][CH2:27][O:26][CH2:25][CH2:24]2)[CH2:4]1.Cl.C(=O)(O)[O-].[Na+]. (3) Given the product [C:14](=[S:16])([O:11][CH:8]1[CH2:9][CH2:10][C:5]2([O:4][CH2:3][CH2:2][O:1]2)[CH2:6][CH2:7]1)[S:15][CH3:18], predict the reactants needed to synthesize it. The reactants are: [O:1]1[C:5]2([CH2:10][CH2:9][CH:8]([OH:11])[CH2:7][CH2:6]2)[O:4][CH2:3][CH2:2]1.[H-].[Na+].[C:14](=[S:16])=[S:15].I[CH3:18].[NH4+].[Cl-].